This data is from Forward reaction prediction with 1.9M reactions from USPTO patents (1976-2016). The task is: Predict the product of the given reaction. Given the reactants Br[C:2]1[C:3](=[O:18])[NH:4][C:5](=[O:17])[N:6]([CH2:8][CH2:9][C:10]2[CH:15]=[CH:14][C:13](Br)=[CH:12][CH:11]=2)[N:7]=1.[NH:19]1[CH2:24][CH2:23][O:22][CH2:21][CH2:20]1.C1C=CC(P([C:38]2[C:47]([C:48]3C(P(C4C=CC=CC=4)C4C=CC=CC=4)=CC=C4C=3C=CC=C4)=[C:46]3[C:41](C=CC=C3)=[CH:40][CH:39]=2)C2C=CC=CC=2)=CC=1.CC([O-:75])(C)C.[Na+], predict the reaction product. The product is: [CH2:48]([O:75][C:2]1[C:3](=[O:18])[NH:4][C:5](=[O:17])[N:6]([CH2:8][CH2:9][C:10]2[CH:15]=[CH:14][C:13]([N:19]3[CH2:24][CH2:23][O:22][CH2:21][CH2:20]3)=[CH:12][CH:11]=2)[N:7]=1)[C:47]1[CH:46]=[CH:41][CH:40]=[CH:39][CH:38]=1.